From a dataset of Forward reaction prediction with 1.9M reactions from USPTO patents (1976-2016). Predict the product of the given reaction. Given the reactants [Cl:1][C:2]1[CH:7]=[CH:6][C:5]([NH:8][C@H:9]([C:35]2[CH:49]=[CH:48][C:38]([O:39][CH2:40][C:41]([O:43][C:44]([CH3:47])([CH3:46])[CH3:45])=[O:42])=[CH:37][CH:36]=2)[CH:10]([S:25][CH2:26][C:27]2[CH:32]=[CH:31][C:30]([O:33][CH3:34])=[CH:29][CH:28]=2)[C:11](=[O:24])N2[C@@H](C3C=CC=CC=3)COC2=O)=[CH:4][CH:3]=1.C/C(/O[Si](C)(C)C)=N\[Si](C)(C)C.[F-].C([N+](CCCC)(CCCC)CCCC)CCC, predict the reaction product. The product is: [Cl:1][C:2]1[CH:3]=[CH:4][C:5]([N:8]2[C:11](=[O:24])[C@H:10]([S:25][CH2:26][C:27]3[CH:32]=[CH:31][C:30]([O:33][CH3:34])=[CH:29][CH:28]=3)[C@H:9]2[C:35]2[CH:36]=[CH:37][C:38]([O:39][CH2:40][C:41]([O:43][C:44]([CH3:45])([CH3:46])[CH3:47])=[O:42])=[CH:48][CH:49]=2)=[CH:6][CH:7]=1.